Dataset: Catalyst prediction with 721,799 reactions and 888 catalyst types from USPTO. Task: Predict which catalyst facilitates the given reaction. (1) Reactant: [Cl:1][C:2]1[CH:3]=[C:4]([CH2:10][C:11]([OH:13])=[O:12])[CH:5]=[CH:6][C:7]=1[S:8][CH3:9].[CH3:14][Si]([N-][Si](C)(C)C)(C)C.[Li+].CI.C(OCC)(=O)C.CCCCCC. Product: [Cl:1][C:2]1[CH:3]=[C:4]([CH:10]([CH3:14])[C:11]([OH:13])=[O:12])[CH:5]=[CH:6][C:7]=1[S:8][CH3:9]. The catalyst class is: 1. (2) Reactant: [CH3:1][NH2:2].O.[C:4]([C:6]1[CH:7]=[C:8]([S:12](Cl)(=[O:14])=[O:13])[CH:9]=[CH:10][CH:11]=1)#[N:5]. Product: [C:4]([C:6]1[CH:7]=[C:8]([S:12]([NH:2][CH3:1])(=[O:14])=[O:13])[CH:9]=[CH:10][CH:11]=1)#[N:5]. The catalyst class is: 2.